From a dataset of Full USPTO retrosynthesis dataset with 1.9M reactions from patents (1976-2016). Predict the reactants needed to synthesize the given product. (1) Given the product [Cl:31][C:14]1[C:15]([CH2:17][CH2:18][C:19]2[CH:24]=[CH:23][CH:22]=[CH:21][C:20]=2[C:25]2([C:28]([NH2:30])=[O:29])[CH2:27][CH2:26]2)=[N:16][C:11]([NH:9][C:7]2[CH:6]=[N:5][N:4]([CH:1]([CH3:3])[CH3:2])[CH:8]=2)=[N:12][CH:13]=1, predict the reactants needed to synthesize it. The reactants are: [CH:1]([N:4]1[CH:8]=[C:7]([NH2:9])[CH:6]=[N:5]1)([CH3:3])[CH3:2].Cl[C:11]1[N:16]=[C:15]([CH2:17][CH2:18][C:19]2[CH:24]=[CH:23][CH:22]=[CH:21][C:20]=2[C:25]2([C:28]([NH2:30])=[O:29])[CH2:27][CH2:26]2)[C:14]([Cl:31])=[CH:13][N:12]=1.CC1C=CC(S(O)(=O)=O)=CC=1.O. (2) Given the product [CH2:29]([O:36][C:37]([N:5]1[CH2:6][CH:2]([OH:1])[C@:3]([CH3:22])([C:15]([O:17][C:18]([CH3:21])([CH3:20])[CH3:19])=[O:16])[CH2:4]1)=[O:38])[C:30]1[CH:35]=[CH:34][CH:33]=[CH:32][CH:31]=1, predict the reactants needed to synthesize it. The reactants are: [OH:1][CH:2]1[CH2:6][N:5]([C@@H](C2C=CC=CC=2)C)[CH2:4][C@@:3]1([CH3:22])[C:15]([O:17][C:18]([CH3:21])([CH3:20])[CH3:19])=[O:16].Cl.C(=O)([O-])O.[Na+].[CH2:29]([O:36][C:37](Cl)=[O:38])[C:30]1[CH:35]=[CH:34][CH:33]=[CH:32][CH:31]=1. (3) Given the product [CH:1]1([N:4]([CH:18]2[CH2:23][CH2:22][N:21]([C:24](=[O:30])[CH2:25][CH:26]([N:31]3[CH2:35][CH2:34][CH2:33][CH2:32]3)[CH2:27][CH2:28][CH3:29])[CH2:20][CH2:19]2)[S:5]([C:8]2[CH:13]=[CH:12][CH:11]=[C:10]([C:14]([F:15])([F:16])[F:17])[CH:9]=2)(=[O:6])=[O:7])[CH2:3][CH2:2]1, predict the reactants needed to synthesize it. The reactants are: [CH:1]1([N:4]([CH:18]2[CH2:23][CH2:22][N:21]([C:24](=[O:30])[CH:25]=[CH:26][CH2:27][CH2:28][CH3:29])[CH2:20][CH2:19]2)[S:5]([C:8]2[CH:13]=[CH:12][CH:11]=[C:10]([C:14]([F:17])([F:16])[F:15])[CH:9]=2)(=[O:7])=[O:6])[CH2:3][CH2:2]1.[NH:31]1[CH2:35][CH2:34][CH2:33][CH2:32]1. (4) Given the product [Br:32][C:21]1[N:19]2[N:20]=[C:15]([C:12]3[CH:11]=[CH:10][C:9]([C:6]4[CH:5]=[CH:4][C:3]([O:2][CH3:1])=[CH:8][CH:7]=4)=[CH:14][CH:13]=3)[CH:16]=[CH:17][C:18]2=[N:23][C:22]=1[CH3:24], predict the reactants needed to synthesize it. The reactants are: [CH3:1][O:2][C:3]1[CH:8]=[CH:7][C:6]([C:9]2[CH:14]=[CH:13][C:12]([C:15]3[CH:16]=[CH:17][C:18]4[N:19]([CH:21]=[C:22]([CH3:24])[N:23]=4)[N:20]=3)=[CH:11][CH:10]=2)=[CH:5][CH:4]=1.C1C(=O)N([Br:32])C(=O)C1. (5) The reactants are: P(Cl)(Cl)(Cl)=O.[F:6][C:7]1[CH:12]=[CH:11][CH:10]=[CH:9][C:8]=1[CH2:13][C:14]([OH:16])=O.C([O-])(O)=O.[Na+].[OH-].[Na+].[CH3:24][N:25]([CH3:28])[CH:26]=O. Given the product [CH3:24][N:25]([CH3:28])[CH:26]=[C:13]([C:8]1[CH:9]=[CH:10][CH:11]=[CH:12][C:7]=1[F:6])[CH:14]=[O:16], predict the reactants needed to synthesize it. (6) Given the product [C:29]([C:27]1[CH:26]=[CH:25][C:24]([O:32][CH3:33])=[C:23]([C:14]2[CH:15]=[CH:16][C:17]([C:19]([F:21])([F:22])[F:20])=[CH:18][C:13]=2[CH2:12][N:7]([CH2:6][C:5]2[CH:4]=[C:3]([C:2]([F:1])([F:41])[F:42])[CH:36]=[C:35]([C:37]([F:38])([F:40])[F:39])[CH:34]=2)[C:8](=[O:11])[O:9][CH3:10])[CH:28]=1)(=[O:31])[CH3:30], predict the reactants needed to synthesize it. The reactants are: [F:1][C:2]([F:42])([F:41])[C:3]1[CH:4]=[C:5]([CH:34]=[C:35]([C:37]([F:40])([F:39])[F:38])[CH:36]=1)[CH2:6][N:7]([CH2:12][C:13]1[CH:18]=[C:17]([C:19]([F:22])([F:21])[F:20])[CH:16]=[CH:15][C:14]=1[C:23]1[CH:28]=[C:27]([CH:29]([OH:31])[CH3:30])[CH:26]=[CH:25][C:24]=1[O:32][CH3:33])[C:8](=[O:11])[O:9][CH3:10].CC(OI1(OC(C)=O)(OC(C)=O)OC(=O)C2C=CC=CC1=2)=O.